This data is from Reaction yield outcomes from USPTO patents with 853,638 reactions. The task is: Predict the reaction yield, written as a fraction of the theoretical maximum amount of product (1.0 means a 100% yield; for example, 0.34 means a 34% yield). (1) The reactants are [CH:1]1([NH:4][C:5]([C@@H:7]2[C@H:12]([NH:13][C:14]3[C:19]([Cl:20])=[CH:18][N:17]=[C:16]([NH2:21])[C:15]=3[NH2:22])[C@@H:11]3[CH2:23][C@H:8]2[CH:9]=[CH:10]3)=[O:6])[CH2:3][CH2:2]1.[Cl:24][C:25]1[N:26]=[C:27]([N:32]2[CH2:36][CH2:35][CH2:34][CH2:33]2)[S:28][C:29]=1[CH:30]=O.C([O-])(=O)C.[NH4+]. No catalyst specified. The product is [CH:1]1([NH:4][C:5]([C@@H:7]2[C@H:12]([NH:13][C:14]3[C:19]([Cl:20])=[CH:18][N:17]=[C:16]4[NH:21][C:30]([C:29]5[S:28][C:27]([N:32]6[CH2:36][CH2:35][CH2:34][CH2:33]6)=[N:26][C:25]=5[Cl:24])=[N:22][C:15]=34)[C@@H:11]3[CH2:23][C@H:8]2[CH:9]=[CH:10]3)=[O:6])[CH2:3][CH2:2]1. The yield is 0.0800. (2) The reactants are Cl.[OH:2][CH:3]1[O:11][C@H:10]([CH2:12][OH:13])[C@@H:8]([OH:9])[C@H:6]([OH:7])[C@H:4]1[NH2:5].C1C(=O)[N:18]([O:21]C(CCC2C=CC(O)=CC=2)=O)C(=O)C1.[CH2:33]1[CH2:37]OC[CH2:34]1.[OH2:38]. The catalyst is C(N(CC)CC)C. The product is [CH3:8][CH:6]([OH:7])[CH2:4][N:5]([N:18]=[O:21])[CH2:34][C:33]([CH3:37])=[O:38].[OH:2][CH:3]1[O:11][C@H:10]([CH2:12][OH:13])[C@@H:8]([OH:9])[C@H:6]([OH:7])[C@H:4]1[NH2:5]. The yield is 0.927. (3) The reactants are [OH:1][C:2]1[C:11]2[C:6](=[C:7]([OH:12])[CH:8]=[CH:9][CH:10]=2)[CH:5]=[CH:4][CH:3]=1.[OH-].[Na+].[H][H]. The catalyst is C(O)(C)C.[Pd]. The product is [OH:1][C:2]1[CH:3]=[CH:4][CH:5]=[C:6]2[C:11]=1[CH2:10][CH2:9][CH2:8][C:7]2=[O:12]. The yield is 0.600. (4) The product is [Cl:1][C:2]1[CH:25]=[CH:24][CH:23]=[CH:22][C:3]=1[C:4]([NH:6][C:7]1[CH:12]=[CH:11][C:10]([S:13][C:14]2[N:19]=[C:18]([Cl:20])[CH:17]=[C:16]([NH:32][C:29]3[NH:30][N:31]=[C:27]([CH3:26])[CH:28]=3)[N:15]=2)=[CH:9][CH:8]=1)=[O:5]. The catalyst is O.CN(C)C=O. The yield is 0.820. The reactants are [Cl:1][C:2]1[CH:25]=[CH:24][CH:23]=[CH:22][C:3]=1[C:4]([NH:6][C:7]1[CH:12]=[CH:11][C:10]([S:13][C:14]2[N:19]=[C:18]([Cl:20])[CH:17]=[C:16](Cl)[N:15]=2)=[CH:9][CH:8]=1)=[O:5].[CH3:26][C:27]1[CH:28]=[C:29]([NH2:32])[NH:30][N:31]=1.[I-].[Na+].C(N(CC)C(C)C)(C)C. (5) The reactants are [N:1]1([C:7]([C:9]2[S:10][CH:11]=[CH:12][CH:13]=2)=[O:8])[CH2:6][CH2:5][NH:4][CH2:3][CH2:2]1.Cl[C:15]1[C:24]2[C:19](=[CH:20][CH:21]=[CH:22][CH:23]=2)[N:18]([CH2:25][C:26]2[CH:31]=[CH:30][C:29]([F:32])=[CH:28][CH:27]=2)[C:17](=[O:33])[C:16]=1[C:34]#[N:35]. The catalyst is C1(C)C=CC=CC=1. The product is [F:32][C:29]1[CH:28]=[CH:27][C:26]([CH2:25][N:18]2[C:19]3[C:24](=[CH:23][CH:22]=[CH:21][CH:20]=3)[C:15]([N:4]3[CH2:5][CH2:6][N:1]([C:7]([C:9]4[S:10][CH:11]=[CH:12][CH:13]=4)=[O:8])[CH2:2][CH2:3]3)=[C:16]([C:34]#[N:35])[C:17]2=[O:33])=[CH:31][CH:30]=1. The yield is 0.970. (6) The reactants are [CH3:1][C:2]([CH3:15])=[CH:3][C:4](/[N:6]=[C:7](/[N:10]1[CH2:14][CH2:13][CH2:12][CH2:11]1)\SC)=O.C(O)(=O)C(O)=O.[CH2:22]([NH:24][NH2:25])[CH3:23].C(N(CC)C(C)C)(C)C. The catalyst is O1CCOCC1.C(OCC)(=O)C. The product is [CH2:22]([N:24]1[C:4]([CH:3]=[C:2]([CH3:15])[CH3:1])=[N:6][C:7]([N:10]2[CH2:14][CH2:13][CH2:12][CH2:11]2)=[N:25]1)[CH3:23]. The yield is 0.381. (7) The reactants are Cl[C:2]1[N:3]=[CH:4][C:5]2[CH:11]=[CH:10][C:9](=[O:12])[N:8]([CH:13]([CH3:15])[CH3:14])[C:6]=2[N:7]=1.[N+:16]([C:19]1[CH:20]=[C:21]([NH2:25])[CH:22]=[CH:23][CH:24]=1)([O-:18])=[O:17]. The catalyst is C(Cl)(Cl)Cl. The product is [CH:13]([N:8]1[C:6]2[N:7]=[C:2]([NH:25][C:21]3[CH:22]=[CH:23][CH:24]=[C:19]([N+:16]([O-:18])=[O:17])[CH:20]=3)[N:3]=[CH:4][C:5]=2[CH:11]=[CH:10][C:9]1=[O:12])([CH3:15])[CH3:14]. The yield is 0.660. (8) The reactants are [CH2:1]([N:3]([CH2:17][CH3:18])[C:4]([S:6][CH2:7][C:8]1([CH:16]=[CH:15][CH:14]=[CH:13][CH2:12]1)[C:9](O)=[O:10])=[S:5])[CH3:2].S(Cl)([Cl:21])=O. The catalyst is ClCCl. The product is [CH2:1]([N:3]([CH2:17][CH3:18])[C:4]([S:6][CH2:7][C:8]1([CH:16]=[CH:15][CH:14]=[CH:13][CH2:12]1)[C:9]([Cl:21])=[O:10])=[S:5])[CH3:2]. The yield is 1.00. (9) The catalyst is OS(O)(=O)=O. The product is [CH3:1][C:2]1([CH3:14])[CH2:3][CH2:4][CH2:5][NH:6][C:7]2[CH:12]=[CH:11][CH:10]=[CH:9][C:8]1=2. The yield is 0.0800. The reactants are [CH3:1][CH:2]([CH3:14])[CH:3](O)[CH2:4][CH2:5][NH:6][C:7]1[CH:12]=[CH:11][CH:10]=[CH:9][CH:8]=1.[OH-].[Na+]. (10) The reactants are [Cl:1][C:2]1[CH:3]=[C:4]([C:8]2[N:13]=[C:12]([CH2:14][C:15]3[CH:20]=[CH:19][C:18]([CH2:21][C:22]([O:24]C)=O)=[CH:17][CH:16]=3)[CH:11]=[C:10]([CH2:26][CH3:27])[N:9]=2)[CH:5]=[CH:6][CH:7]=1.[Cl-].[NH4+:29].N. The catalyst is CO. The product is [Cl:1][C:2]1[CH:3]=[C:4]([C:8]2[N:13]=[C:12]([CH2:14][C:15]3[CH:20]=[CH:19][C:18]([CH2:21][C:22]([NH2:29])=[O:24])=[CH:17][CH:16]=3)[CH:11]=[C:10]([CH2:26][CH3:27])[N:9]=2)[CH:5]=[CH:6][CH:7]=1. The yield is 0.350.